Dataset: Reaction yield outcomes from USPTO patents with 853,638 reactions. Task: Predict the reaction yield, written as a fraction of the theoretical maximum amount of product (1.0 means a 100% yield; for example, 0.34 means a 34% yield). (1) The reactants are [CH2:1]([N:3]([CH2:37][CH3:38])[CH2:4][CH2:5][CH2:6][NH:7][C:8]1[N:9]=[C:10]([C:27]2[C:28]([CH3:36])=[C:29]([CH:33]=[CH:34][CH:35]=2)[C:30]([OH:32])=O)[C:11]2[CH:17]=[CH:16][C:15](=[O:18])[N:14]([C:19]3[C:24]([F:25])=[CH:23][CH:22]=[CH:21][C:20]=3[F:26])[C:12]=2[N:13]=1)[CH3:2].CN(C(O[N:47]1N=[N:54][C:49]2C=CC=C[C:48]1=2)=[N+](C)C)C.F[P-](F)(F)(F)(F)F.C(N(CC)CC)C.NCC#N. The catalyst is CN(C=O)C. The product is [C:48]([CH2:49][NH:54][C:30](=[O:32])[C:29]1[CH:33]=[CH:34][CH:35]=[C:27]([C:10]2[C:11]3[CH:17]=[CH:16][C:15](=[O:18])[N:14]([C:19]4[C:20]([F:26])=[CH:21][CH:22]=[CH:23][C:24]=4[F:25])[C:12]=3[N:13]=[C:8]([NH:7][CH2:6][CH2:5][CH2:4][N:3]([CH2:37][CH3:38])[CH2:1][CH3:2])[N:9]=2)[C:28]=1[CH3:36])#[N:47]. The yield is 0.330. (2) The reactants are [H-].[Na+].[CH3:3][O:4][C:5]1[CH:6]=[C:7]2[C:11](=[CH:12][CH:13]=1)[NH:10][C:9](=[O:14])[CH2:8]2.[CH3:15]OS(OC)(=O)=O. The catalyst is C1(C)C=CC=CC=1. The product is [CH3:3][O:4][C:5]1[CH:6]=[C:7]2[C:11](=[CH:12][CH:13]=1)[N:10]([CH3:15])[C:9](=[O:14])[CH2:8]2. The yield is 0.530. (3) The reactants are [C:1]([Si:5]([O:8][CH2:9][CH2:10][CH2:11][C@@H:12]([O:32][CH2:33][C:34]1[CH:39]=[CH:38][C:37]([O:40][CH2:41][CH2:42][CH2:43][C:44]([F:74])([F:73])[C:45]([F:72])([F:71])[C:46]([F:70])([F:69])[C:47]([F:68])([F:67])[C:48]([F:66])([F:65])[C:49]([F:64])([F:63])[C:50]([F:62])([F:61])[C:51]([F:60])([F:59])[C:52]([F:58])([F:57])[C:53]([F:56])([F:55])[F:54])=[CH:36][CH:35]=1)[C@H:13]([CH3:31])[C@@H:14]([O:19][CH2:20][C:21]1[CH:26]=[CH:25][C:24]([O:27][CH3:28])=[C:23]([O:29][CH3:30])[CH:22]=1)[C@@H:15]([CH3:18])[CH:16]=[CH2:17])([CH3:7])[CH3:6])([CH3:4])([CH3:3])[CH3:2].O=[O+][O-].CSC.[I-].[I:82]C[P+](C1C=CC=CC=1)(C1C=CC=CC=1)C1C=CC=CC=1.C[Si]([N-][Si](C)(C)C)(C)C.[Na+]. The catalyst is CO.C(Cl)Cl.C1COCC1.CCOC(C)=O.CCCCCC.CN(P(N(C)C)(N(C)C)=O)C.N1C=CC=CC=1. The product is [C:1]([Si:5]([O:8][CH2:9][CH2:10][CH2:11][C@@H:12]([O:32][CH2:33][C:34]1[CH:39]=[CH:38][C:37]([O:40][CH2:41][CH2:42][CH2:43][C:44]([F:74])([F:73])[C:45]([F:71])([F:72])[C:46]([F:69])([F:70])[C:47]([F:67])([F:68])[C:48]([F:65])([F:66])[C:49]([F:63])([F:64])[C:50]([F:61])([F:62])[C:51]([F:59])([F:60])[C:52]([F:57])([F:58])[C:53]([F:56])([F:55])[F:54])=[CH:36][CH:35]=1)[C@H:13]([CH3:31])[C@@H:14]([O:19][CH2:20][C:21]1[CH:26]=[CH:25][C:24]([O:27][CH3:28])=[C:23]([O:29][CH3:30])[CH:22]=1)[C@@H:15]([CH3:18])/[CH:16]=[CH:17]\[I:82])([CH3:7])[CH3:6])([CH3:3])([CH3:4])[CH3:2]. The yield is 0.330. (4) The reactants are [NH2:1][C:2]1[C:7]([N+:8]([O-:10])=[O:9])=[CH:6][CH:5]=[CH:4][C:3]=1[OH:11].[Br:12]Br. The catalyst is O1CCOCC1. The product is [NH2:1][C:2]1[C:7]([N+:8]([O-:10])=[O:9])=[CH:6][C:5]([Br:12])=[CH:4][C:3]=1[OH:11]. The yield is 0.900. (5) The reactants are [F:1][C:2]([F:28])([F:27])[C:3]1[CH:8]=[CH:7][C:6]([C:9]2[CH:14]=[CH:13][C:12]([O:15][CH:16]([C:18]3[CH:26]=[CH:25][C:21]([C:22]([OH:24])=O)=[CH:20][N:19]=3)[CH3:17])=[CH:11][CH:10]=2)=[CH:5][CH:4]=1.F[P-](F)(F)(F)(F)F.N1(OC(N(C)C)=[N+](C)C)C2N=CC=CC=2N=N1.Cl.[NH2:54][CH2:55][CH2:56][C:57]([O:59]C)=[O:58].CN1CCOCC1. The catalyst is CN(C)C=O.[Cl-].[NH4+]. The product is [F:28][C:2]([F:1])([F:27])[C:3]1[CH:4]=[CH:5][C:6]([C:9]2[CH:10]=[CH:11][C:12]([O:15][CH:16]([C:18]3[CH:26]=[CH:25][C:21]([C:22]([NH:54][CH2:55][CH2:56][C:57]([OH:59])=[O:58])=[O:24])=[CH:20][N:19]=3)[CH3:17])=[CH:13][CH:14]=2)=[CH:7][CH:8]=1. The yield is 0.340.